This data is from Experimentally validated miRNA-target interactions with 360,000+ pairs, plus equal number of negative samples. The task is: Binary Classification. Given a miRNA mature sequence and a target amino acid sequence, predict their likelihood of interaction. (1) The miRNA is mmu-miR-3470b with sequence UCACUCUGUAGACCAGGCUGG. The protein sequence of the target gene is MLERKKPKTAENQKASEENEITQPGGSSAKPGLPCLNFEAVLSPDPALIHSTHSLTNSHAHTGSSDCDISCKGMTERIHSINLHNFSNSVLETLNEQRNRGHFCDVTVRIHGSMLRAHRCVLAAGSPFFQDKLLLGYSDIEIPSVVSVQSVQKLIDFMYSGVLRVSQSEALQILTAASILQIKTVIDECTRIVSQNVGDVFPGIQDSGQDTPRGTPESGTSGQSSDTESGYLQSHPQHSVDRIYSALYACSMQNGSGERSFYSGAVVSHHETALGLPRDHHMEDPSWITRIHERSQQMER.... Result: 0 (no interaction). (2) The miRNA is hsa-miR-1248 with sequence ACCUUCUUGUAUAAGCACUGUGCUAAA. The protein sequence of the target gene is MALASGPARRALAGSGQLGLGGFGAPRRGAYEWGVRSTRKSEPPPLDRVYEIPGLEPITFAGKMHFVPWLARPIFPPWDRGYKDPRFYRSPPLHEHPLYKDQACYIFHHRCRLLEGVKQALWLTKTKLIEGLPEKVLSLVDDPRNHIENQDECVLNVISHARLWQTTEEIPKRETYCPVIVDNLIQLCKSQILKHPSLARRICVQNSTFSATWNRESLLLQVRGSGGARLSTKDPLPTIASREEIEATKNHVLETFYPISPIIDLHECNIYDVKNDTGFQEGYPYPYPHTLYLLDKANLR.... Result: 0 (no interaction). (3) The miRNA is hsa-miR-29a-3p with sequence UAGCACCAUCUGAAAUCGGUUA. The protein sequence of the target gene is MEPGAGGRNTARAQRAGSPNTPPPREQERKLEQEKLSGVVKSVHRRLRKKYREVGDFDKIWREHCEDEETLCEYAVAMKNLADNHWAKTCEGEGRIEWCCSVCREYFQNGGKRKALEKDEKRAVLATKTTPALNMHESSQLEGHLTNLSFTNPEFITELLQASGKIRLLDVGSCFNPFLKFEEFLTVGIDIVPAVESVYKCDFLNLQLQQPLQLAQDAIDAFLKQLKNPIDSLPGELFHVVVFSLLLSYFPSPYQRWICCKKAHELLVLNGLLLIITPDSSHQNRHAMMMKSWKIAIESL.... Result: 1 (interaction). (4) The miRNA is hsa-miR-4653-3p with sequence UGGAGUUAAGGGUUGCUUGGAGA. The protein sequence of the target gene is MRRAELAGLKTMAWVPAESAVEELMPRLLPVEPCDLTEGFDPSVPPRTPQEYLRRVQIEAAQCPDVVVAQIDPKKLKRKQSVNISLSGCQPAPEGYSPTLQWQQQQVAQFSTVRQNVNKHRSHWKSQQLDSNVTMPKSEDEEGWKKFCLGEKLCADGAVGPATNESPGIDYVQIGFPPLLSIVSRMNQATVTSVLEYLSNWFGERDFTPELGRWLYALLACLEKPLLPEAHSLIRQLARRCSEVRLLVDSKDDERVPALNLLICLVSRYFDQRDLADEPS. Result: 0 (no interaction). (5) Result: 0 (no interaction). The protein sequence of the target gene is MKVVPEKNAVRILWGRERGTRAMGAQRLLQELVEDKTRWMKWEGKRVELPDSPRSTFLLAFSPDRTLLASTHVNHNIYITEVKTGKCVHSLIGHRRTPWCVTFHPTISGLIASGCLDGEVRIWDLHGGSESWFTDSNNAIASLAFHPTAQLLLIATANEIHFWDWSRREPFAVVKTASEMERVRLVRFDPLGHYLLTAIVNPSNQQGDDEPEIPIDGTELSHYRQRALLQSQPVRRTPLLHNFLHMLSSRSSGIQVGEQSTVQDSATPSPPPPPPQPSTERPRTSAYIRLRQRVSYPTTV.... The miRNA is mmu-miR-467d-3p with sequence AUAUACAUACACACACCUACAC. (6) The miRNA is hsa-miR-182-5p with sequence UUUGGCAAUGGUAGAACUCACACU. The protein sequence of the target gene is MIHVRRHETRRNSKSHVPEQKSRVDWRRTKRSSISQLLDSDEELDSEEFDSDEELDSDESFENDEELDSNKGPDCNKTPGSERELNLSKIQSEGNDSKCLINSGNGSTYEEETNKIKHRNIDLQDQEKHLSQEDNDLNKQTGQIIEDDQEKHLSQEDNDLNKQTGQIIEDDLEEEDIKRGKRKRLSSVMCDSDESDDSDILVRKVGVKRPRRVVEDEGSSVEMEQKTPEKTLAAQKREKLQKLKELSKQRSRQRRSSGRDFEDSEKESCPSSDEVDEEEEEDNYESDEDGDDYIIDDFVV.... Result: 0 (no interaction). (7) The miRNA is hsa-miR-548ae-5p with sequence AAAAGUAAUUGUGGUUUUUG. The protein sequence of the target gene is MALQMFVTYSPWNCLLLLVALECSEASSDLNESANSTAQYASNAWFAAASSEPEEGISVFELDYDYVQIPYEVTLWILLASLAKIGFHLYHRLPGLMPESCLLILVGALVGGIIFGTDHKSPPVMDSSIYFLYLLPPIVLEGGYFMPTRPFFENIGSILWWAVLGALINALGIGLSLYLICQVKAFGLGDVNLLQNLLFGSLISAVDPVAVLAVFEEARVNEQLYMMIFGEALLNDGITVVLYNMLIAFTKMHKFEDIETVDILAGCARFIVVGLGGVLFGIVFGFISAFITRFTQNISA.... Result: 1 (interaction).